The task is: Predict the reaction yield, written as a fraction of the theoretical maximum amount of product (1.0 means a 100% yield; for example, 0.34 means a 34% yield).. This data is from Reaction yield outcomes from USPTO patents with 853,638 reactions. (1) The yield is 0.579. The reactants are [F:1][C:2]1[C:7]2[O:8][CH2:9][CH2:10][N:11]([C:12]3[CH:19]=[CH:18][C:17]([C:20]([F:23])([F:22])[F:21])=[CH:16][C:13]=3[C:14]#[N:15])[C:6]=2[CH:5]=[CH:4][CH:3]=1.[Cl:24][S:25](O)(=[O:27])=[O:26]. The product is [C:14]([C:13]1[CH:16]=[C:17]([C:20]([F:23])([F:21])[F:22])[CH:18]=[CH:19][C:12]=1[N:11]1[CH2:10][CH2:9][O:8][C:7]2[C:2]([F:1])=[C:3]([S:25]([Cl:24])(=[O:27])=[O:26])[CH:4]=[CH:5][C:6]1=2)#[N:15]. The catalyst is C(Cl)Cl. (2) The reactants are Cl[C:2]1[C:7]([C:8]([F:11])([F:10])[F:9])=[CH:6][N:5]=[C:4]([NH:12][C:13]2[CH:14]=[C:15]3[C:20](=[CH:21][CH:22]=2)[NH:19][C:18](=[O:23])[CH2:17][CH2:16]3)[N:3]=1.Cl.[CH3:25][S:26]([C:29]1[CH:30]=[C:31]([CH:34]=[CH:35][CH:36]=1)[CH2:32][NH2:33])(=[O:28])=[O:27].C(N(CC)CC)C. The catalyst is CN1C(=O)CCC1. The product is [CH3:25][S:26]([C:29]1[CH:30]=[C:31]([CH:34]=[CH:35][CH:36]=1)[CH2:32][NH:33][C:2]1[C:7]([C:8]([F:11])([F:10])[F:9])=[CH:6][N:5]=[C:4]([NH:12][C:13]2[CH:14]=[C:15]3[C:20](=[CH:21][CH:22]=2)[NH:19][C:18](=[O:23])[CH2:17][CH2:16]3)[N:3]=1)(=[O:27])=[O:28]. The yield is 0.540. (3) The reactants are [C:1]([C:3]1[S:4][C:5]2[CH:11]=[C:10]([OH:12])[CH:9]=[CH:8][C:6]=2[N:7]=1)#[N:2].C(=O)([O-])[O-].[K+].[K+].[F:19][C:20]([F:30])([F:29])[C:21]1[CH:28]=[CH:27][C:24]([CH2:25]Br)=[CH:23][CH:22]=1. The catalyst is CC(C)=O. The product is [F:19][C:20]([F:29])([F:30])[C:21]1[CH:28]=[CH:27][C:24]([CH2:25][O:12][C:10]2[CH:9]=[CH:8][C:6]3[N:7]=[C:3]([C:1]#[N:2])[S:4][C:5]=3[CH:11]=2)=[CH:23][CH:22]=1. The yield is 0.890. (4) The reactants are [CH:1]([C:3]1[CH:4]=[C:5]2[C:9](=[CH:10][CH:11]=1)[NH:8][CH:7]=[CH:6]2)=[CH2:2].[C:12](O[C:12]([O:14][C:15]([CH3:18])([CH3:17])[CH3:16])=[O:13])([O:14][C:15]([CH3:18])([CH3:17])[CH3:16])=[O:13]. The catalyst is C(#N)C.CN(C1C=CN=CC=1)C.C(Cl)Cl. The product is [C:15]([O:14][C:12]([N:8]1[C:9]2[C:5](=[CH:4][C:3]([CH:1]=[CH2:2])=[CH:11][CH:10]=2)[CH:6]=[CH:7]1)=[O:13])([CH3:18])([CH3:17])[CH3:16]. The yield is 0.590. (5) The reactants are Br[CH:2]([CH3:11])[C:3]([C:5]1[CH:10]=[CH:9][CH:8]=[CH:7][CH:6]=1)=O.[C:12]([CH2:14][C:15]([NH2:17])=[S:16])#[N:13]. No catalyst specified. The product is [CH3:11][C:2]1[S:16][C:15]([CH2:14][C:12]#[N:13])=[N:17][C:3]=1[C:5]1[CH:10]=[CH:9][CH:8]=[CH:7][CH:6]=1. The yield is 0.560. (6) The reactants are [N:1]1[N:5]2[C:6]3[C:11]([CH:12]=[CH:13][C:4]2=[N:3][N:2]=1)=[C:10]([CH2:14][CH:15]=O)[CH:9]=[CH:8][CH:7]=3.[CH3:17][C:18]1[CH:27]=[CH:26][C:25]2[C:20](=[CH:21][CH:22]=[CH:23][C:24]=2N2CCN[C@H](C)C2)[N:19]=1.C(O[BH-](O[C:45](=O)[CH3:46])OC(=O)C)(=O)C.[Na+]. The catalyst is ClCCCl. The product is [CH3:17][C:18]1[CH:27]=[CH:26][C:25]2[C:20](=[CH:21][CH:22]=[CH:23][C:24]=2[CH:46]2[CH2:45][CH2:6][N:5]([CH2:15][CH2:14][C:10]3[CH:9]=[CH:8][CH:7]=[C:6]4[C:11]=3[CH:12]=[CH:13][C:4]3[N:5]4[N:1]=[N:2][N:3]=3)[CH2:4][CH2:13]2)[N:19]=1. The yield is 0.650. (7) The reactants are [Cl:1][C:2]1[CH:10]=[CH:9][C:8]([C:11]2[CH:12]=[CH:13][C:14]3[O:18][C:17]([C:19]4[CH:24]=[CH:23][C:22]([F:25])=[CH:21][CH:20]=4)=[C:16]([C:26](=[O:29])[NH:27][CH3:28])[C:15]=3[CH:30]=2)=[CH:7][C:3]=1[C:4](O)=[O:5].[C:31]([NH2:40])([C:34]1[CH:39]=[CH:38][CH:37]=[CH:36][CH:35]=1)([CH3:33])[CH3:32].C(N(CC)C(C)C)(C)C.CN(C(ON1N=NC2C=CC=NC1=2)=[N+](C)C)C.F[P-](F)(F)(F)(F)F. The catalyst is CN(C=O)C. The product is [Cl:1][C:2]1[CH:10]=[CH:9][C:8]([C:11]2[CH:12]=[CH:13][C:14]3[O:18][C:17]([C:19]4[CH:20]=[CH:21][C:22]([F:25])=[CH:23][CH:24]=4)=[C:16]([C:26]([NH:27][CH3:28])=[O:29])[C:15]=3[CH:30]=2)=[CH:7][C:3]=1[C:4](=[O:5])[NH:40][C:31]([C:34]1[CH:39]=[CH:38][CH:37]=[CH:36][CH:35]=1)([CH3:33])[CH3:32]. The yield is 0.450.